From a dataset of Full USPTO retrosynthesis dataset with 1.9M reactions from patents (1976-2016). Predict the reactants needed to synthesize the given product. (1) Given the product [OH:1][C:2]1[CH:3]=[C:4]2[C:9](=[CH:10][CH:11]=1)[CH:8]=[C:7]([C:12]([O:14][CH3:20])=[O:13])[CH:6]=[CH:5]2, predict the reactants needed to synthesize it. The reactants are: [OH:1][C:2]1[CH:3]=[C:4]2[C:9](=[CH:10][CH:11]=1)[CH:8]=[C:7]([C:12]([OH:14])=[O:13])[CH:6]=[CH:5]2.OS(O)(=O)=O.[CH3:20]O. (2) Given the product [CH:14]([O:13][C:12]1[CH:11]=[CH:10][C:9]([S:17]([NH2:20])(=[O:18])=[O:19])=[CH:8][C:7]=1[N:6]=[C:21]=[S:22])([CH3:16])[CH3:15], predict the reactants needed to synthesize it. The reactants are: C(=O)(O)[O-].[Na+].[NH2:6][C:7]1[CH:8]=[C:9]([S:17]([NH2:20])(=[O:19])=[O:18])[CH:10]=[CH:11][C:12]=1[O:13][CH:14]([CH3:16])[CH3:15].[C:21](Cl)(Cl)=[S:22]. (3) Given the product [CH2:24]([CH:21]1[CH2:22][CH2:23][N:18]([C:16]([O:15][C:11]([CH3:14])([CH3:13])[CH3:12])=[O:17])[CH2:19][CH2:20]1)[CH:25]=[CH2:1], predict the reactants needed to synthesize it. The reactants are: [CH3:1][Si](C)(C)[N-][Si](C)(C)C.[K+].[C:11]([O:15][C:16]([N:18]1[CH2:23][CH2:22][CH:21]([CH2:24][CH:25]=O)[CH2:20][CH2:19]1)=[O:17])([CH3:14])([CH3:13])[CH3:12]. (4) Given the product [C:1]1([C:7]2[CH:8]=[N:9][C:10]3[C:15]([C:16]=2[C:17]2[CH:18]=[C:19]([CH:31]=[CH:32][CH:33]=2)[O:20][C:21]2[CH:30]=[CH:29][C:24]([C:25]([OH:27])=[O:26])=[CH:23][CH:22]=2)=[CH:14][CH:13]=[CH:12][C:11]=3[C:34]([F:37])([F:35])[F:36])[CH:2]=[CH:3][CH:4]=[CH:5][CH:6]=1, predict the reactants needed to synthesize it. The reactants are: [C:1]1([C:7]2[CH:8]=[N:9][C:10]3[C:15]([C:16]=2[C:17]2[CH:18]=[C:19]([CH:31]=[CH:32][CH:33]=2)[O:20][C:21]2[CH:30]=[CH:29][C:24]([C:25]([O:27]C)=[O:26])=[CH:23][CH:22]=2)=[CH:14][CH:13]=[CH:12][C:11]=3[C:34]([F:37])([F:36])[F:35])[CH:6]=[CH:5][CH:4]=[CH:3][CH:2]=1.C1COCC1.[OH-].[Na+].Cl. (5) The reactants are: [Cl:1][C:2]1[CH:14]=[CH:13][C:5]([CH2:6][CH2:7][NH:8][CH2:9][CH:10](O)[CH3:11])=[CH:4][CH:3]=1.S(Cl)([Cl:17])=O. Given the product [ClH:1].[Cl:17][CH:10]([CH3:11])[CH2:9][NH:8][CH2:7][CH2:6][C:5]1[CH:13]=[CH:14][C:2]([Cl:1])=[CH:3][CH:4]=1, predict the reactants needed to synthesize it. (6) Given the product [CH2:1]([O:8][C:9]1[CH:10]=[C:11](/[CH:12]=[C:26](/[C:20]2[CH:25]=[CH:24][CH:23]=[CH:22][CH:21]=2)\[C:27](=[O:29])[CH3:28])[CH:14]=[CH:15][C:16]=1[N+:17]([O-:19])=[O:18])[C:2]1[CH:7]=[CH:6][CH:5]=[CH:4][CH:3]=1, predict the reactants needed to synthesize it. The reactants are: [CH2:1]([O:8][C:9]1[CH:10]=[C:11]([CH:14]=[CH:15][C:16]=1[N+:17]([O-:19])=[O:18])[CH:12]=O)[C:2]1[CH:7]=[CH:6][CH:5]=[CH:4][CH:3]=1.[C:20]1([CH2:26][C:27](=[O:29])[CH3:28])[CH:25]=[CH:24][CH:23]=[CH:22][CH:21]=1.N1CCCCC1. (7) The reactants are: [Cl:1][C:2]1[CH:3]=[CH:4][C:5]([OH:11])=[C:6]([C:8](=[O:10])[CH3:9])[CH:7]=1.C(=O)([O-])[O-].[K+].[K+].[C:18]([O:22][C:23](=[O:26])[CH2:24]Br)([CH3:21])([CH3:20])[CH3:19].C(OCC)C. Given the product [C:8]([C:6]1[CH:7]=[C:2]([Cl:1])[CH:3]=[CH:4][C:5]=1[O:11][CH2:24][C:23]([O:22][C:18]([CH3:21])([CH3:20])[CH3:19])=[O:26])(=[O:10])[CH3:9], predict the reactants needed to synthesize it. (8) The reactants are: C(=O)([O-])[O-].[K+].[K+].CN(C=O)C.[CH:12]1([CH2:15][O:16][C:17]2[CH:18]=[CH:19][C:20]([F:29])=[C:21]3[C:26]=2[NH:25][CH:24]=[C:23]([I:27])[C:22]3=[O:28])[CH2:14][CH2:13]1.[CH2:30](I)[CH3:31]. Given the product [CH:12]1([CH2:15][O:16][C:17]2[CH:18]=[CH:19][C:20]([F:29])=[C:21]3[C:26]=2[N:25]([CH2:30][CH3:31])[CH:24]=[C:23]([I:27])[C:22]3=[O:28])[CH2:13][CH2:14]1, predict the reactants needed to synthesize it.